From a dataset of Catalyst prediction with 721,799 reactions and 888 catalyst types from USPTO. Predict which catalyst facilitates the given reaction. (1) Reactant: [Br:1][C:2]1[CH:3]=[CH:4][CH2:5][CH:6]2[C:11]=1[N:10]1[CH2:12][CH2:13][CH2:14][CH:9]1[CH2:8][N:7]2[CH2:15][C:16]([NH2:18])=O.CSC. Product: [Br:1][C:2]1[CH:3]=[CH:4][CH2:5][CH:6]2[C:11]=1[N:10]1[CH2:12][CH2:13][CH2:14][CH:9]1[CH2:8][N:7]2[CH2:15][CH2:16][NH2:18]. The catalyst class is: 1. (2) Product: [NH2:8][C:6]1[CH:5]=[CH:4][C:3]([C:11]([CH3:14])([CH3:15])[C:12]#[N:13])=[C:2]([Br:1])[CH:7]=1. The catalyst class is: 458. Reactant: [Br:1][C:2]1[CH:7]=[C:6]([N+:8]([O-])=O)[CH:5]=[CH:4][C:3]=1[C:11]([CH3:15])([CH3:14])[C:12]#[N:13].